Dataset: Reaction yield outcomes from USPTO patents with 853,638 reactions. Task: Predict the reaction yield, written as a fraction of the theoretical maximum amount of product (1.0 means a 100% yield; for example, 0.34 means a 34% yield). (1) The yield is 0.740. The product is [N:21]([CH2:2][C:3]([N:5]1[C:11]2[CH:12]=[CH:13][CH:14]=[CH:15][C:10]=2[CH2:9][CH2:8][C:7]2[CH:16]=[CH:17][C:18]([Cl:20])=[CH:19][C:6]1=2)=[O:4])=[N+:22]=[N-:23]. The reactants are Cl[CH2:2][C:3]([N:5]1[C:11]2[CH:12]=[CH:13][CH:14]=[CH:15][C:10]=2[CH2:9][CH2:8][C:7]2[CH:16]=[CH:17][C:18]([Cl:20])=[CH:19][C:6]1=2)=[O:4].[N-:21]=[N+:22]=[N-:23].[Na+]. The catalyst is CN(C=O)C. (2) The product is [ClH:33].[ClH:33].[CH3:29][NH:30][CH2:25][C:12]1[CH:13]=[C:14]([C:15]2[CH:20]=[CH:19][CH:18]=[CH:17][C:16]=2[C:21]([F:24])([F:23])[F:22])[N:10]([S:7]([C:3]2[CH:2]=[N:1][CH:6]=[CH:5][CH:4]=2)(=[O:9])=[O:8])[CH:11]=1. The catalyst is CO. The yield is 0.690. The reactants are [N:1]1[CH:6]=[CH:5][CH:4]=[C:3]([S:7]([N:10]2[C:14]([C:15]3[CH:20]=[CH:19][CH:18]=[CH:17][C:16]=3[C:21]([F:24])([F:23])[F:22])=[CH:13][C:12]([CH:25]=O)=[CH:11]2)(=[O:9])=[O:8])[CH:2]=1.CO.[CH3:29][NH2:30].[BH4-].[Na+].[ClH:33].C(=O)([O-])O.[Na+]. (3) The reactants are [NH2:1][CH2:2][C:3]1[CH:18]=[CH:17][C:6]([C:7]([NH:9][CH:10]2[CH2:16][CH2:15][CH2:14][CH2:13][CH2:12][CH2:11]2)=[O:8])=[C:5]([Cl:19])[CH:4]=1.C(OC(NCC1C=CC(C(NC2CCCCCC2)=O)=C(Cl)C=1)=O)(C)(C)C.FC(F)(F)C(O)=O. The catalyst is ClCCl. The product is [Cl:19][C:5]1[CH:4]=[C:3]([C:2]#[N:1])[CH:18]=[CH:17][C:6]=1[C:7]([NH:9][CH:10]1[CH2:16][CH2:15][CH2:14][CH2:13][CH2:12][CH2:11]1)=[O:8]. The yield is 0.850. (4) The reactants are [Cl:1][C:2]1[C:3]([O:29][C@H:30]2[CH2:35][C:34]([F:37])([F:36])[CH2:33][CH2:32][C@@H:31]2[C:38]2[N:42]([CH3:43])[N:41]=[CH:40][CH:39]=2)=[CH:4][C:5]([F:28])=[C:6]([S:8]([N:11](CC2C=CC(OC)=CC=2OC)[C:12]2[S:13][CH:14]=[N:15][N:16]=2)(=[O:10])=[O:9])[CH:7]=1.C([SiH](CC)CC)C.FC(F)(F)C(O)=O. The catalyst is ClCCl. The product is [Cl:1][C:2]1[C:3]([O:29][C@H:30]2[CH2:35][C:34]([F:37])([F:36])[CH2:33][CH2:32][C@@H:31]2[C:38]2[N:42]([CH3:43])[N:41]=[CH:40][CH:39]=2)=[CH:4][C:5]([F:28])=[C:6]([S:8]([NH:11][C:12]2[S:13][CH:14]=[N:15][N:16]=2)(=[O:10])=[O:9])[CH:7]=1. The yield is 0.810. (5) The reactants are ClC1C=C(OC)C(NS(C2N=CN(C)C=2)(=O)=O)=NC=1.[F:20][C:21]([F:34])([F:33])[O:22][C:23]1[CH:24]=[C:25]([S:29](Cl)(=[O:31])=[O:30])[CH:26]=[CH:27][CH:28]=1.CN1C=C(S(Cl)(=O)=O)N=C1.[Br:45][C:46]1[CH:47]=[C:48]([O:53][CH3:54])[C:49]([NH2:52])=[N:50][CH:51]=1.ClC1C=C(OC)C(N)=NC=1. No catalyst specified. The product is [Br:45][C:46]1[CH:47]=[C:48]([O:53][CH3:54])[C:49]([NH:52][S:29]([C:25]2[CH:26]=[CH:27][CH:28]=[C:23]([O:22][C:21]([F:34])([F:33])[F:20])[CH:24]=2)(=[O:31])=[O:30])=[N:50][CH:51]=1. The yield is 0.440. (6) The reactants are [Cl:1][C:2]1[C:6]([N:7]([CH2:14][CH3:15])[C:8](=[O:13])[CH2:9][CH2:10][S:11][CH3:12])=[CH:5][N:4]([C:16]2[CH:17]=[N:18][CH:19]=[CH:20][CH:21]=2)[N:3]=1.B1([O-])OO1.[OH2:26].[OH2:27].O.O.[Na+].C([O-])(O)=O.[Na+].C(OCC)(=O)C. The catalyst is C(O)(=O)C. The product is [Cl:1][C:2]1[C:6]([N:7]([CH2:14][CH3:15])[C:8](=[O:13])[CH2:9][CH2:10][S:11]([CH3:12])(=[O:27])=[O:26])=[CH:5][N:4]([C:16]2[CH:17]=[N:18][CH:19]=[CH:20][CH:21]=2)[N:3]=1. The yield is 0.470. (7) The reactants are [Br:1][C:2]1[CH:7]=[C:6]([O:8][CH3:9])[CH:5]=[CH:4][C:3]=1[NH:10][C:11](=O)[C:12]1[CH:17]=[CH:16][C:15]([O:18][CH3:19])=[CH:14][CH:13]=1.COC1C=CC(P2(SP(C3C=CC(OC)=CC=3)(=S)S2)=[S:30])=CC=1. The catalyst is ClC1C=CC=CC=1.C(OCC)(=O)C. The product is [Br:1][C:2]1[CH:7]=[C:6]([O:8][CH3:9])[CH:5]=[CH:4][C:3]=1[NH:10][C:11](=[S:30])[C:12]1[CH:17]=[CH:16][C:15]([O:18][CH3:19])=[CH:14][CH:13]=1. The yield is 0.980.